Dataset: Catalyst prediction with 721,799 reactions and 888 catalyst types from USPTO. Task: Predict which catalyst facilitates the given reaction. (1) Reactant: [Cl:1][C:2]1[N:7]=[C:6]([N:8]([CH3:10])[CH3:9])[CH:5]=[C:4]([Cl:11])[N:3]=1.[NH:12]([CH3:14])[CH3:13].C([O-])(O)=O.[Na+]. Product: [Cl:1][C:2]1[N:7]=[C:6]([N:8]([CH3:10])[CH3:9])[CH:5]=[C:4]([N:12]([CH3:14])[CH3:13])[N:3]=1.[Cl:11][C:4]1[N:3]=[C:2]([N:12]([CH3:14])[CH3:13])[N:7]=[C:6]([N:8]([CH3:10])[CH3:9])[CH:5]=1. The catalyst class is: 41. (2) Reactant: [C:1]1([C:7]2[N:11]=[C:10]([CH2:12][C:13]#[N:14])[NH:9][N:8]=2)[CH:6]=[CH:5][CH:4]=[CH:3][CH:2]=1. Product: [C:1]1([C:7]2[N:11]=[C:10]([CH2:12][CH2:13][NH2:14])[NH:9][N:8]=2)[CH:2]=[CH:3][CH:4]=[CH:5][CH:6]=1. The catalyst class is: 1. (3) Reactant: [S:1]1[CH:5]=[CH:4][C:3]2[CH:6]=[CH:7][CH:8]=[C:9]([C:10]3[CH:15]=[C:14]([F:16])[N:13]=[CH:12][C:11]=3[CH:17]([NH2:19])[CH3:18])[C:2]1=2.[C:20]([O:24][C:25](O[C:25]([O:24][C:20]([CH3:23])([CH3:22])[CH3:21])=[O:26])=[O:26])([CH3:23])([CH3:22])[CH3:21].C(Cl)(Cl)Cl. Product: [C:20]([O:24][C:25](=[O:26])[NH:19][CH:17]([C:11]1[CH:12]=[N:13][C:14]([F:16])=[CH:15][C:10]=1[C:9]1[C:2]2[S:1][CH:5]=[CH:4][C:3]=2[CH:6]=[CH:7][CH:8]=1)[CH3:18])([CH3:23])([CH3:22])[CH3:21]. The catalyst class is: 38. (4) Reactant: [Cl:1][CH2:2][C:3]([CH2:5][Cl:6])=[CH2:4].C=O.S(=O)(=O)(O)O.[C:14]([O:17][CH2:18]C)(=[O:16])C. Product: [Cl:1][CH2:2][C:3]1([CH2:5][Cl:6])[CH2:4][CH2:18][O:17][CH2:14][O:16]1. The catalyst class is: 26. (5) The catalyst class is: 35. Reactant: [OH:1][CH2:2][CH2:3][C:4]1([OH:10])[CH2:9][CH2:8][NH:7][CH2:6][CH2:5]1.C(N(CC)CC)C.F[C:19]1[CH:26]=[CH:25][C:22]([C:23]#[N:24])=[C:21]([C:27]([F:30])([F:29])[F:28])[CH:20]=1. Product: [OH:10][C:4]1([CH2:3][CH2:2][OH:1])[CH2:9][CH2:8][N:7]([C:19]2[CH:26]=[CH:25][C:22]([C:23]#[N:24])=[C:21]([C:27]([F:28])([F:30])[F:29])[CH:20]=2)[CH2:6][CH2:5]1. (6) Reactant: [CH3:1][O:2][C:3](=[O:9])[CH2:4][CH2:5][C:6](Cl)=O.[NH2:10][NH:11][C:12]([NH2:14])=O.C1(C)C=CC=CC=1.C[S:23](O)(=O)=O. The catalyst class is: 1. Product: [CH3:1][O:2][C:3](=[O:9])[CH2:4][CH2:5][C:6]1[S:23][C:12]([NH2:14])=[N:11][N:10]=1. (7) Reactant: [NH2:1][CH2:2][C@@H:3]1[C@@H:7]([CH2:8][NH:9][C:10]([C@@H:12]([NH:17][C:18]([C:20]2[S:21][C:22]3[CH:28]=[CH:27][CH:26]=[CH:25][C:23]=3[CH:24]=2)=[O:19])[CH2:13][CH:14]([CH3:16])[CH3:15])=[O:11])[CH2:6][CH2:5][O:4]1.[Cl:29][C:30]1[CH:35]=[C:34]([F:36])[CH:33]=[CH:32][C:31]=1[S:37](Cl)(=[O:39])=[O:38].CCN(CC)CC. Product: [Cl:29][C:30]1[CH:35]=[C:34]([F:36])[CH:33]=[CH:32][C:31]=1[S:37]([NH:1][CH2:2][C@@H:3]1[C@@H:7]([CH2:8][NH:9][C:10]([C@@H:12]([NH:17][C:18]([C:20]2[S:21][C:22]3[CH:28]=[CH:27][CH:26]=[CH:25][C:23]=3[CH:24]=2)=[O:19])[CH2:13][CH:14]([CH3:16])[CH3:15])=[O:11])[CH2:6][CH2:5][O:4]1)(=[O:39])=[O:38]. The catalyst class is: 2. (8) Reactant: [CH3:1][N:2]1[CH2:7][CH2:6][N:5]([CH2:8][C:9]2[CH:14]=[CH:13][C:12]([N+:15]([O-])=O)=[CH:11][N:10]=2)[CH2:4][CH2:3]1. Product: [CH3:1][N:2]1[CH2:7][CH2:6][N:5]([CH2:8][C:9]2[N:10]=[CH:11][C:12]([NH2:15])=[CH:13][CH:14]=2)[CH2:4][CH2:3]1. The catalyst class is: 227. (9) Reactant: [CH2:1]([O:3][C:4](=[O:18])[CH2:5][CH:6]([C:15]([OH:17])=O)[CH2:7][C:8]([O:10][C:11]([CH3:14])([CH3:13])[CH3:12])=[O:9])[CH3:2].CCN(C(C)C)C(C)C.[C:28]1([C:37]2[CH:42]=[CH:41][CH:40]=[CH:39][CH:38]=2)[CH:33]=[CH:32][C:31]([CH2:34][CH2:35][NH2:36])=[CH:30][CH:29]=1.CN(C(ON1N=NC2C=CC=CC1=2)=[N+](C)C)C.[B-](F)(F)(F)F.Cl. Product: [CH2:1]([O:3][C:4](=[O:18])[CH2:5][CH:6]([C:15](=[O:17])[NH:36][CH2:35][CH2:34][C:31]1[CH:32]=[CH:33][C:28]([C:37]2[CH:42]=[CH:41][CH:40]=[CH:39][CH:38]=2)=[CH:29][CH:30]=1)[CH2:7][C:8]([O:10][C:11]([CH3:12])([CH3:13])[CH3:14])=[O:9])[CH3:2]. The catalyst class is: 3.